From a dataset of Full USPTO retrosynthesis dataset with 1.9M reactions from patents (1976-2016). Predict the reactants needed to synthesize the given product. (1) Given the product [Br:1][C:2]1[C:7]([O:8][CH3:9])=[CH:6][C:5]([C:10]2[CH:14]=[CH:13][N:12]([C:20](=[O:21])[CH:19]([O:18][CH3:17])[C:23]3[CH:24]=[CH:25][C:26]([N:29]4[CH2:30][CH2:31][O:32][CH2:33][CH2:34]4)=[CH:27][CH:28]=3)[N:11]=2)=[CH:4][C:3]=1[O:15][CH3:16], predict the reactants needed to synthesize it. The reactants are: [Br:1][C:2]1[C:7]([O:8][CH3:9])=[CH:6][C:5]([C:10]2[CH:14]=[CH:13][NH:12][N:11]=2)=[CH:4][C:3]=1[O:15][CH3:16].[CH3:17][O:18][CH:19]([C:23]1[CH:28]=[CH:27][C:26]([N:29]2[CH2:34][CH2:33][O:32][CH2:31][CH2:30]2)=[CH:25][CH:24]=1)[C:20](O)=[O:21]. (2) Given the product [CH3:16][O:15][C:13]([NH:12][CH:8]([C:3]1[CH:4]=[C:5]([CH3:18])[CH:6]=[CH:7][CH:2]=1)[C:9]([OH:11])=[O:10])=[O:14], predict the reactants needed to synthesize it. The reactants are: F[C:2]1[CH:7]=[CH:6][CH:5]=[CH:4][C:3]=1[CH:8]([NH:12][C:13]([O:15][CH3:16])=[O:14])[C:9]([OH:11])=[O:10].N[CH:18](C1C=C(C)C=CC=1)C(O)=O. (3) Given the product [CH3:29][C:30]1[CH:35]=[C:34]([CH3:36])[N:33]=[C:32]([N:37]2[CH2:44][CH:43]3[CH:39]([CH2:40][N:41]([C:68]([C:67]4[CH:71]=[CH:72][CH:73]=[CH:74][C:66]=4[C:64]4[O:63][N:62]=[C:61]([CH3:60])[N:65]=4)=[O:69])[CH2:42]3)[CH2:38]2)[N:31]=1, predict the reactants needed to synthesize it. The reactants are: N1N=C(C2C=CC=CC=2C(N2CC3CN(C(OC(C)(C)C)=O)CC3C2)=O)NC=1.[CH3:29][C:30]1[CH:35]=[C:34]([CH3:36])[N:33]=[C:32]([N:37]2[CH2:44][CH:43]3[CH:39]([CH2:40][NH:41][CH2:42]3)[CH2:38]2)[N:31]=1.C(OC(N1CC2C(CNC2)C1)=O)(C)(C)C.[CH3:60][C:61]1[N:65]=[C:64]([C:66]2[CH:74]=[CH:73][CH:72]=[CH:71][C:67]=2[C:68](O)=[O:69])[O:63][N:62]=1.N1N=C(C2C=CC=CC=2C(O)=O)NC=1. (4) Given the product [N:21]1([CH2:27][C:28]([NH:20][C:17]2([C:14]3[CH:13]=[CH:12][C:11]([O:10][CH2:9][CH2:8][CH2:7][N:1]4[CH2:2][CH2:3][CH2:4][CH2:5][CH2:6]4)=[CH:16][CH:15]=3)[CH2:18][CH2:19]2)=[O:29])[CH2:26][CH2:25][O:24][CH2:23][CH2:22]1, predict the reactants needed to synthesize it. The reactants are: [N:1]1([CH2:7][CH2:8][CH2:9][O:10][C:11]2[CH:16]=[CH:15][C:14]([C:17]3([NH2:20])[CH2:19][CH2:18]3)=[CH:13][CH:12]=2)[CH2:6][CH2:5][CH2:4][CH2:3][CH2:2]1.[N:21]1([CH2:27][C:28](O)=[O:29])[CH2:26][CH2:25][O:24][CH2:23][CH2:22]1.C(N(C(C)C)CC)(C)C.C(Cl)CCl.C1C=CC2N(O)N=NC=2C=1. (5) Given the product [O:19]1[C:23]2[CH:24]=[CH:25][C:26]([CH:28]([CH2:33][C:32]3[O:1][N:2]=[C:3]([CH2:4][CH2:5][CH2:6][C:7]4[CH:8]=[CH:9][C:10]5[O:16][CH2:15][CH2:14][CH2:13][NH:12][C:11]=5[N:17]=4)[N:18]=3)[CH2:29][C:30]([OH:35])=[O:31])=[CH:27][C:22]=2[O:21][CH2:20]1, predict the reactants needed to synthesize it. The reactants are: [OH:1][NH:2][C:3](=[NH:18])[CH2:4][CH2:5][CH2:6][C:7]1[CH:8]=[CH:9][C:10]2[O:16][CH2:15][CH2:14][CH2:13][NH:12][C:11]=2[N:17]=1.[O:19]1[C:23]2[CH:24]=[CH:25][C:26]([CH:28]3[CH2:33][C:32](=O)[O:31][C:30](=[O:35])[CH2:29]3)=[CH:27][C:22]=2[O:21][CH2:20]1.C(N(CC)CC)C. (6) Given the product [ClH:1].[NH2:20][C@H:18]([C:6]1[C:7](=[O:16])[NH:8][C:9]2[C:4]([CH:5]=1)=[CH:3][C:2]([Cl:1])=[C:11]([O:12][CH:13]([CH3:15])[CH3:14])[CH:10]=2)[CH3:19], predict the reactants needed to synthesize it. The reactants are: [Cl:1][C:2]1[CH:3]=[C:4]2[C:9](=[CH:10][C:11]=1[O:12][CH:13]([CH3:15])[CH3:14])[N:8]=[C:7]([O:16]C)[C:6]([C@@H:18]([NH:20][S@@](C(C)(C)C)=O)[CH3:19])=[CH:5]2.Cl. (7) Given the product [NH2:32][C:2]1[C:7]([C:8]#[N:9])=[C:6]([NH:10][C@H:11]([C:13]2[N:18]=[C:17]3[CH:19]=[CH:20][N:21]([CH3:22])[C:16]3=[CH:15][C:14]=2[C:23]2[N:27]([CH3:28])[N:26]=[CH:25][CH:24]=2)[CH3:12])[N:5]=[C:4]([S:29][CH3:30])[N:3]=1, predict the reactants needed to synthesize it. The reactants are: Cl[C:2]1[C:7]([C:8]#[N:9])=[C:6]([NH:10][C@H:11]([C:13]2[N:18]=[C:17]3[CH:19]=[CH:20][N:21]([CH3:22])[C:16]3=[CH:15][C:14]=2[C:23]2[N:27]([CH3:28])[N:26]=[CH:25][CH:24]=2)[CH3:12])[N:5]=[C:4]([S:29][CH3:30])[N:3]=1.[OH-].[NH4+:32]. (8) Given the product [CH3:29][O:28][CH:25]1[CH2:26][CH2:27][N:22]([CH2:21][C:18]2[CH:19]=[CH:20][C:15]([C:13]3[CH:12]=[N:11][C:6]4[NH:7][C:8]5[CH:9]=[N:10][C:2]([C:34]6[CH:33]=[N:32][N:31]([CH3:30])[CH:35]=6)=[CH:3][C:4]=5[C:5]=4[CH:14]=3)=[CH:16][CH:17]=2)[CH2:23][CH2:24]1, predict the reactants needed to synthesize it. The reactants are: Br[C:2]1[N:10]=[CH:9][C:8]2[NH:7][C:6]3[N:11]=[CH:12][C:13]([C:15]4[CH:20]=[CH:19][C:18]([CH2:21][N:22]5[CH2:27][CH2:26][CH:25]([O:28][CH3:29])[CH2:24][CH2:23]5)=[CH:17][CH:16]=4)=[CH:14][C:5]=3[C:4]=2[CH:3]=1.[CH3:30][N:31]1[CH:35]=[C:34](B2OC(C)(C)C(C)(C)O2)[CH:33]=[N:32]1.